This data is from Reaction yield outcomes from USPTO patents with 853,638 reactions. The task is: Predict the reaction yield, written as a fraction of the theoretical maximum amount of product (1.0 means a 100% yield; for example, 0.34 means a 34% yield). (1) The reactants are Br[CH:2]([CH3:9])[C:3](=O)[C:4]([O:6][CH3:7])=[O:5].[C:10](=[S:14])([NH2:13])[CH2:11][CH3:12]. The catalyst is C(O)C. The product is [CH2:11]([C:10]1[S:14][C:2]([CH3:9])=[C:3]([C:4]([O:6][CH3:7])=[O:5])[N:13]=1)[CH3:12]. The yield is 0.530. (2) The reactants are [C:1](#[N:4])[CH:2]=[CH2:3].[F:5][C:6]1[CH:11]=[CH:10][C:9]([F:12])=[CH:8][C:7]=1[NH:13][NH2:14]. The catalyst is C(O)C. The product is [F:5][C:6]1[CH:11]=[CH:10][C:9]([F:12])=[CH:8][C:7]=1[NH:13][NH:14][CH2:3][CH2:2][C:1]#[N:4]. The yield is 0.730. (3) The reactants are [CH2:1]([Mg]Br)[CH2:2][CH3:3].[Cl:6][C:7]1[CH:8]=[CH:9][C:10]([C:29](OC)=[O:30])=[C:11]2[C:15]=1[N:14]=[C:13]1[N:16]([C:20]3[C:25]([CH3:26])=[CH:24][C:23]([Cl:27])=[CH:22][C:21]=3[Cl:28])[CH2:17][CH2:18][CH2:19][N:12]21.O1C[CH2:36][CH2:35][CH2:34]1. No catalyst specified. The product is [Cl:6][C:7]1[C:15]2[N:14]=[C:13]3[N:16]([C:20]4[C:25]([CH3:26])=[CH:24][C:23]([Cl:27])=[CH:22][C:21]=4[Cl:28])[CH2:17][CH2:18][CH2:19][N:12]3[C:11]=2[C:10]([C:29]([OH:30])([CH2:34][CH2:35][CH3:36])[CH2:1][CH2:2][CH3:3])=[CH:9][CH:8]=1. The yield is 0.500. (4) The reactants are [CH2:1]([O:3][C:4](=[O:11])[C:5]([C:9]#[N:10])([CH2:7][OH:8])[CH3:6])[CH3:2].[CH3:12][C:13]([CH3:18])([CH3:17])[C:14](Cl)=[O:15].C(N(CC)C(C)C)(C)C. The catalyst is ClCCl. The product is [CH2:1]([O:3][C:4](=[O:11])[C:5]([C:9]#[N:10])([CH2:7][O:8][C:14](=[O:15])[C:13]([CH3:18])([CH3:17])[CH3:12])[CH3:6])[CH3:2]. The yield is 0.900. (5) The yield is 0.770. The catalyst is CC#N.CN(C1C=CN=CC=1)C. The reactants are [I:1][C:2]1[C:10]2[C:5](=[CH:6][CH:7]=[C:8]([N+:11]([O-:13])=[O:12])[CH:9]=2)[NH:4][N:3]=1.C(N(CC)CC)C.[C:21](O[C:21]([O:23][C:24]([CH3:27])([CH3:26])[CH3:25])=[O:22])([O:23][C:24]([CH3:27])([CH3:26])[CH3:25])=[O:22]. The product is [I:1][C:2]1[C:10]2[C:5](=[CH:6][CH:7]=[C:8]([N+:11]([O-:13])=[O:12])[CH:9]=2)[N:4]([C:21]([O:23][C:24]([CH3:27])([CH3:26])[CH3:25])=[O:22])[N:3]=1. (6) The reactants are [CH3:1][C:2]1[C:6]([N+:7]([O-:9])=[O:8])=[CH:5][N:4]([CH2:10][C:11](OCC)=[O:12])[N:3]=1.[H-].C([Al+]CC(C)C)C(C)C.C(O)(=O)CC(CC(O)=O)(C(O)=O)O. The catalyst is C1COCC1. The product is [CH3:1][C:2]1[C:6]([N+:7]([O-:9])=[O:8])=[CH:5][N:4]([CH2:10][CH2:11][OH:12])[N:3]=1. The yield is 0.910. (7) The reactants are [C:1]([NH:5][S:6]([C:9]1[C:10]([C:15]2[CH:20]=[CH:19][C:18](B3OC(C)(C)C(C)(C)O3)=[C:17]([F:30])[CH:16]=2)=[CH:11][CH:12]=[CH:13][CH:14]=1)(=[O:8])=[O:7])([CH3:4])([CH3:3])[CH3:2].Br[C:32]1[CH:37]=[CH:36][N:35]2[CH:38]=[N:39][N:40]=[C:34]2[CH:33]=1.C(Cl)Cl. The catalyst is C1C=CC(P(C2C=CC=CC=2)[C-]2C=CC=C2)=CC=1.C1C=CC(P(C2C=CC=CC=2)[C-]2C=CC=C2)=CC=1.Cl[Pd]Cl.[Fe+2]. The product is [C:1]([NH:5][S:6]([C:9]1[C:10]([C:15]2[CH:20]=[CH:19][C:18]([C:32]3[CH:37]=[CH:36][N:35]4[CH:38]=[N:39][N:40]=[C:34]4[CH:33]=3)=[C:17]([F:30])[CH:16]=2)=[CH:11][CH:12]=[CH:13][CH:14]=1)(=[O:7])=[O:8])([CH3:4])([CH3:3])[CH3:2]. The yield is 0.530. (8) The reactants are [Si:1](Cl)([C:4]([CH3:7])([CH3:6])[CH3:5])([CH3:3])[CH3:2].N1C=CN=C1.[Cl:14][C:15]1[CH:16]=[C:17]([CH:21]([OH:24])[CH:22]=[CH2:23])[CH:18]=[CH:19][CH:20]=1. No catalyst specified. The product is [C:4]([Si:1]([O:24][CH:21]([C:17]1[CH:18]=[CH:19][CH:20]=[C:15]([Cl:14])[CH:16]=1)[CH:22]=[CH2:23])([CH3:3])[CH3:2])([CH3:7])([CH3:6])[CH3:5]. The yield is 0.460. (9) The reactants are [F:1][C:2]([F:13])([F:12])[C:3]1[CH:4]=[C:5]([CH:7]=[CH:8][C:9]=1[C:10]#[N:11])[NH2:6].[C:14]1(=O)[O:19][C:17](=[O:18])[CH:16]=[CH:15]1. The catalyst is C(O)(=O)C. The product is [O:18]=[C:17]1[CH:16]=[CH:15][C:14](=[O:19])[N:6]1[C:5]1[CH:7]=[CH:8][C:9]([C:10]#[N:11])=[C:3]([C:2]([F:12])([F:13])[F:1])[CH:4]=1. The yield is 0.610.